This data is from NCI-60 drug combinations with 297,098 pairs across 59 cell lines. The task is: Regression. Given two drug SMILES strings and cell line genomic features, predict the synergy score measuring deviation from expected non-interaction effect. (1) Drug 1: CC1OCC2C(O1)C(C(C(O2)OC3C4COC(=O)C4C(C5=CC6=C(C=C35)OCO6)C7=CC(=C(C(=C7)OC)O)OC)O)O. Drug 2: CCCS(=O)(=O)NC1=C(C(=C(C=C1)F)C(=O)C2=CNC3=C2C=C(C=N3)C4=CC=C(C=C4)Cl)F. Cell line: NCI-H226. Synergy scores: CSS=17.7, Synergy_ZIP=-4.28, Synergy_Bliss=3.48, Synergy_Loewe=-0.710, Synergy_HSA=2.44. (2) Drug 1: CC1=C(C=C(C=C1)NC2=NC=CC(=N2)N(C)C3=CC4=NN(C(=C4C=C3)C)C)S(=O)(=O)N.Cl. Drug 2: C1=NC2=C(N1)C(=S)N=CN2. Cell line: OVCAR-5. Synergy scores: CSS=-2.38, Synergy_ZIP=-6.20, Synergy_Bliss=-11.8, Synergy_Loewe=-34.8, Synergy_HSA=-13.5.